Dataset: Reaction yield outcomes from USPTO patents with 853,638 reactions. Task: Predict the reaction yield, written as a fraction of the theoretical maximum amount of product (1.0 means a 100% yield; for example, 0.34 means a 34% yield). (1) The reactants are [CH3:1][C:2]1[CH:3]=[N:4][C:5]2[N:6]([N:8]=[C:9]([CH2:11][OH:12])[N:10]=2)[CH:7]=1.C(O)(=O)C.C(O)(=O)C.IC1C=CC=CC=1.C(OC)(C)(C)C. The catalyst is C(Cl)Cl.CC1(C)N([O])C(C)(C)CCC1. The product is [CH3:1][C:2]1[CH:3]=[N:4][C:5]2[N:6]([N:8]=[C:9]([CH:11]=[O:12])[N:10]=2)[CH:7]=1. The yield is 0.800. (2) The reactants are [CH2:1]([N:5]1[C:13]2[N:12]=[C:11]([Cl:14])[N:10](CC=C)[C:9]=2[C:8](=[O:18])[N:7]([CH2:19][CH2:20][CH2:21][CH2:22][C:23]2[N:24]=[CH:25][NH:26]C=2)[C:6]1=[O:28])[CH2:2][CH2:3][CH3:4].Cl[CH2:30][C:31]1[CH:36]=[CH:35][CH:34]=[CH:33][C:32]=1[C:37]([F:40])([F:39])[F:38].CCN(C(C)C)C(C)C.N1CCOCC1. The catalyst is CN(C=O)C.C1C=CC([P]([Pd]([P](C2C=CC=CC=2)(C2C=CC=CC=2)C2C=CC=CC=2)([P](C2C=CC=CC=2)(C2C=CC=CC=2)C2C=CC=CC=2)[P](C2C=CC=CC=2)(C2C=CC=CC=2)C2C=CC=CC=2)(C2C=CC=CC=2)C2C=CC=CC=2)=CC=1. The product is [CH2:1]([N:5]1[C:13]2[N:12]=[C:11]([Cl:14])[NH:10][C:9]=2[C:8](=[O:18])[N:7]([CH2:19][CH2:20][CH2:21][C:22]2[N:26]=[CH:25][N:24]([CH2:30][C:31]3[CH:36]=[CH:35][CH:34]=[CH:33][C:32]=3[C:37]([F:38])([F:39])[F:40])[CH:23]=2)[C:6]1=[O:28])[CH2:2][CH2:3][CH3:4]. The yield is 0.260. (3) The reactants are [Cl:1][C:2]1[CH:10]=[C:6]([C:7]([OH:9])=O)[C:5]([OH:11])=[CH:4][CH:3]=1.[NH2:12][C:13]1[S:14][CH:15]=[C:16]([C:18]2[CH:23]=[C:22]([C:24]([F:27])([F:26])[F:25])[CH:21]=[C:20]([C:28]([F:31])([F:30])[F:29])[CH:19]=2)[N:17]=1.P(Cl)(Cl)Cl.ClC1C=CC=CC=1. The catalyst is O. The product is [Cl:1][C:2]1[CH:3]=[CH:4][C:5]([OH:11])=[C:6]([CH:10]=1)[C:7]([NH:12][C:13]1[S:14][CH:15]=[C:16]([C:18]2[CH:19]=[C:20]([C:28]([F:29])([F:30])[F:31])[CH:21]=[C:22]([C:24]([F:27])([F:25])[F:26])[CH:23]=2)[N:17]=1)=[O:9]. The yield is 0.235. (4) The reactants are [SH:1][C:2]1[CH:9]=[CH:8][C:5]([C:6]#[N:7])=[CH:4][C:3]=1[N+:10]([O-:12])=[O:11].Br[CH2:14][C:15]1[CH:20]=[CH:19][CH:18]=[CH:17][CH:16]=1.C([O-])([O-])=O.[K+].[K+]. The catalyst is CN(C=O)C. The product is [CH2:14]([S:1][C:2]1[CH:9]=[CH:8][C:5]([C:6]#[N:7])=[CH:4][C:3]=1[N+:10]([O-:12])=[O:11])[C:15]1[CH:20]=[CH:19][CH:18]=[CH:17][CH:16]=1. The yield is 0.820. (5) The product is [NH2:26][C:29]1[CH:30]=[CH:31][C:32]([C:35]2[S:39][C:38]([CH:40]3[CH2:41][CH2:42][N:43]([C:46]([O:48][C:49]([CH3:52])([CH3:51])[CH3:50])=[O:47])[CH2:44][CH2:45]3)=[N:37][CH:36]=2)=[CH:33][CH:34]=1. The reactants are CC1OC(CC2CCC(C3SC(C4C=CC(N)=CC=4)=CN=3)CC2)=NN=1.[N+:26]([C:29]1[CH:34]=[CH:33][C:32]([C:35]2[S:39][C:38]([CH:40]3[CH2:45][CH2:44][N:43]([C:46]([O:48][C:49]([CH3:52])([CH3:51])[CH3:50])=[O:47])[CH2:42][CH2:41]3)=[N:37][CH:36]=2)=[CH:31][CH:30]=1)([O-])=O. The yield is 0.870. No catalyst specified. (6) The reactants are [CH3:1][O:2][C:3]1[CH:4]=[C:5]2[C:10](=[CH:11][CH:12]=1)[N:9]=[C:8](O)[CH:7]=[CH:6]2.O=P(Cl)(Cl)[Cl:16]. No catalyst specified. The product is [Cl:16][C:8]1[CH:7]=[CH:6][C:5]2[C:10](=[CH:11][CH:12]=[C:3]([O:2][CH3:1])[CH:4]=2)[N:9]=1. The yield is 0.860.